Dataset: Catalyst prediction with 721,799 reactions and 888 catalyst types from USPTO. Task: Predict which catalyst facilitates the given reaction. Reactant: [CH3:1][C:2]1[N:7]=[C:6]([NH2:8])[CH:5]=[N:4][CH:3]=1.C[Al](C)C.[F:13][C:14]1[CH:19]=[CH:18][C:17]([N:20]2[C:24]([CH3:25])=[C:23]([C:26](OCC)=[O:27])[N:22]=[N:21]2)=[CH:16][CH:15]=1. Product: [F:13][C:14]1[CH:15]=[CH:16][C:17]([N:20]2[C:24]([CH3:25])=[C:23]([C:26]([NH:8][C:6]3[CH:5]=[N:4][CH:3]=[C:2]([CH3:1])[N:7]=3)=[O:27])[N:22]=[N:21]2)=[CH:18][CH:19]=1. The catalyst class is: 12.